Dataset: Reaction yield outcomes from USPTO patents with 853,638 reactions. Task: Predict the reaction yield, written as a fraction of the theoretical maximum amount of product (1.0 means a 100% yield; for example, 0.34 means a 34% yield). (1) The reactants are [CH2:1]([O:4][C:5]([NH:7][C:8]1[CH:13]=[C:12]([CH:14]([OH:16])[CH3:15])[CH:11]=[CH:10][C:9]=1[CH2:17][C:18]([O:20][CH2:21][CH3:22])=[O:19])=[O:6])[CH:2]=[CH2:3].C(=O)(O)[O-]. The catalyst is CC(C)=O.[Cl-].[Na+].O. The product is [C:14]([C:12]1[CH:11]=[CH:10][C:9]([CH2:17][C:18]([O:20][CH2:21][CH3:22])=[O:19])=[C:8]([NH:7][C:5]([O:4][CH2:1][CH:2]=[CH2:3])=[O:6])[CH:13]=1)(=[O:16])[CH3:15]. The yield is 0.850. (2) The reactants are [CH2:1]([C:8]1[N:20]=[C:19]2[N:10]([C:11](=O)[NH:12][C:13]3[CH:14]=[CH:15][C:16]([Cl:21])=[CH:17][C:18]=32)[N:9]=1)[C:2]1[CH:7]=[CH:6][CH:5]=[CH:4][CH:3]=1.O=P(Cl)(Cl)[Cl:25]. No catalyst specified. The product is [CH2:1]([C:8]1[N:20]=[C:19]2[N:10]([C:11]([Cl:25])=[N:12][C:13]3[CH:14]=[CH:15][C:16]([Cl:21])=[CH:17][C:18]=32)[N:9]=1)[C:2]1[CH:7]=[CH:6][CH:5]=[CH:4][CH:3]=1. The yield is 0.510.